Dataset: Catalyst prediction with 721,799 reactions and 888 catalyst types from USPTO. Task: Predict which catalyst facilitates the given reaction. (1) Reactant: [CH3:1][C:2]1[CH:10]=[CH:9][C:8]([Br:11])=[CH:7][C:3]=1[C:4]([OH:6])=[O:5].[CH3:12][Si](C=[N+]=[N-])(C)C. Product: [Br:11][C:8]1[CH:9]=[CH:10][C:2]([CH3:1])=[C:3]([CH:7]=1)[C:4]([O:6][CH3:12])=[O:5]. The catalyst class is: 224. (2) Reactant: P(Br)(Br)[Br:2].CN(C)[CH:7]=[O:8].[F:10][C:11]1[C:20]([F:21])=[C:19]2[C:14]([CH2:15][CH2:16][C:17](=O)[CH2:18]2)=[CH:13][CH:12]=1.C(=O)(O)[O-].[Na+]. Product: [Br:2][C:17]1[CH2:16][CH2:15][C:14]2[C:19](=[C:20]([F:21])[C:11]([F:10])=[CH:12][CH:13]=2)[C:18]=1[CH:7]=[O:8]. The catalyst class is: 22.